This data is from Reaction yield outcomes from USPTO patents with 853,638 reactions. The task is: Predict the reaction yield, written as a fraction of the theoretical maximum amount of product (1.0 means a 100% yield; for example, 0.34 means a 34% yield). (1) The product is [F:18][C:19]1[CH:20]=[C:21]([CH2:22][C:6]([C:5]2[CH:10]=[C:11]([O:16][CH3:17])[C:12]([CH:13]([CH3:15])[CH3:14])=[C:3]([O:2][CH3:1])[CH:4]=2)([OH:8])[CH2:22][C:21]2[CH:24]=[CH:25][CH:26]=[C:19]([F:18])[CH:20]=2)[CH:24]=[CH:25][CH:26]=1. The yield is 0.700. No catalyst specified. The reactants are [CH3:1][O:2][C:3]1[CH:4]=[C:5]([CH:10]=[C:11]([O:16][CH3:17])[C:12]=1[CH:13]([CH3:15])[CH3:14])[C:6]([O:8]C)=O.[F:18][C:19]1[CH:20]=[C:21]([CH:24]=[CH:25][CH:26]=1)[CH2:22]Br. (2) The reactants are [OH:1][C:2]1[CH:7]=[CH:6][C:5]([CH2:8][CH2:9][CH2:10][OH:11])=[CH:4][CH:3]=1.[H-].[Na+].Br[CH2:15][CH2:16][CH2:17][CH2:18][CH2:19][C:20]#[N:21]. The catalyst is CN(C=O)C. The product is [C:20]([CH2:19][CH2:18][CH2:17][CH2:16][CH2:15][O:1][C:2]1[CH:3]=[CH:4][C:5]([CH2:8][CH2:9][CH2:10][O:11][CH2:15][CH2:16][CH2:17][CH2:18][CH2:19][C:20]#[N:21])=[CH:6][CH:7]=1)#[N:21]. The yield is 0.300.